Dataset: Catalyst prediction with 721,799 reactions and 888 catalyst types from USPTO. Task: Predict which catalyst facilitates the given reaction. (1) Product: [C:25]([Si:22]([O:29][C:30]1[CH:37]=[CH:36][C:35]2[C:40](=[CH:39][CH:38]=[C:33]([CH2:32][CH2:18][CH:17]=[CH:21][O:20][CH3:19])[CH:34]=2)[CH:31]=1)([CH3:23])[CH3:24])([CH3:27])([CH3:26])[CH3:28]. The catalyst class is: 1. Reactant: [Cl-].COC[P+](F)(F)F.C([N-]C(C)C)(C)C.[Li+].[CH2:17]1[CH2:21][O:20][CH2:19][CH2:18]1.[Si:22]([O:29][CH2:30][C:31]1[CH:32]=[C:33]2[C:38](=[CH:39][CH:40]=1)[CH:37]=[C:36](CCC=O)[CH:35]=[CH:34]2)([C:25]([CH3:28])([CH3:27])[CH3:26])([CH3:24])[CH3:23]. (2) Reactant: [CH2:1]([O:3][C:4]([N:6]1[CH2:11][CH2:10][CH:9]([C:12]2[C:20]3[C:15](=[CH:16][CH:17]=[C:18]([O:21][CH3:22])[CH:19]=3)[NH:14][CH:13]=2)[CH2:8][CH2:7]1)=[O:5])[CH3:2].Br[CH2:24][C:25]1[S:26][CH:27]=[CH:28][CH:29]=1. Product: [CH2:1]([O:3][C:4]([N:6]1[CH2:11][CH2:10][CH:9]([C:12]2[C:20]3[C:15](=[CH:16][CH:17]=[C:18]([O:21][CH3:22])[CH:19]=3)[N:14]([CH2:24][C:25]3[S:26][CH:27]=[CH:28][CH:29]=3)[CH:13]=2)[CH2:8][CH2:7]1)=[O:5])[CH3:2]. The catalyst class is: 27. (3) Reactant: [F:1][C:2]([F:31])([F:30])[C:3]1[CH:29]=[CH:28][C:6]([O:7][CH2:8][C:9]2[NH:13][C:12]3[CH:14]=[CH:15][C:16]([C:18]4[CH:23]=[CH:22][CH:21]=[CH:20][C:19]=4[C:24](=[O:27])[CH2:25][CH3:26])=[CH:17][C:11]=3[N:10]=2)=[CH:5][CH:4]=1.FC(F)(F)S(O[Si:38]([C:41]([CH3:44])([CH3:43])[CH3:42])([CH3:40])[CH3:39])(=O)=O.C(N(CC)CC)C. Product: [C:41]([Si:38]([CH3:40])([CH3:39])[O:27][C:24]([C:19]1[CH:20]=[CH:21][CH:22]=[CH:23][C:18]=1[C:16]1[CH:15]=[CH:14][C:12]2[NH:13][C:9]([CH2:8][O:7][C:6]3[CH:28]=[CH:29][C:3]([C:2]([F:1])([F:30])[F:31])=[CH:4][CH:5]=3)=[N:10][C:11]=2[CH:17]=1)=[CH:25][CH3:26])([CH3:44])([CH3:43])[CH3:42]. The catalyst class is: 2.